This data is from Forward reaction prediction with 1.9M reactions from USPTO patents (1976-2016). The task is: Predict the product of the given reaction. (1) The product is: [F:33][C:2]([F:1])([F:32])[C@H:3]([NH:5][S:6]([C:9]1[CH:10]=[N:11][C:12]([C:15]2[N:16]([CH:27]3[CH2:28][CH2:29][CH2:30][CH2:31]3)[C:17]3[C:22]([C:23]=2[C:24]#[N:25])=[CH:21][C:20]([Br:34])=[C:19]([CH3:26])[CH:18]=3)=[CH:13][CH:14]=1)(=[O:7])=[O:8])[CH3:4]. Given the reactants [F:1][C:2]([F:33])([F:32])[C@H:3]([NH:5][S:6]([C:9]1[CH:10]=[N:11][C:12]([C:15]2[N:16]([CH:27]3[CH2:31][CH2:30][CH2:29][CH2:28]3)[C:17]3[C:22]([C:23]=2[C:24]#[N:25])=[CH:21][CH:20]=[C:19]([CH3:26])[CH:18]=3)=[CH:13][CH:14]=1)(=[O:8])=[O:7])[CH3:4].[Br:34]Br, predict the reaction product. (2) The product is: [F:12][C:9]([F:10])([F:11])[C:7]1[CH:6]=[C:5]([C@H:13]([O:15][C@H:16]2[CH2:20][CH2:19][C@@H:18]([N:21]([CH2:33][C:34]([O:36][CH3:37])=[O:35])[CH3:22])[C@@H:17]2[C:23]2[CH:28]=[CH:27][C:26]([F:29])=[CH:25][CH:24]=2)[CH3:14])[CH:4]=[C:3]([C:2]([F:1])([F:30])[F:31])[CH:8]=1. Given the reactants [F:1][C:2]([F:31])([F:30])[C:3]1[CH:4]=[C:5]([C@H:13]([O:15][C@H:16]2[CH2:20][CH2:19][C@@H:18]([NH:21][CH3:22])[C@@H:17]2[C:23]2[CH:28]=[CH:27][C:26]([F:29])=[CH:25][CH:24]=2)[CH3:14])[CH:6]=[C:7]([C:9]([F:12])([F:11])[F:10])[CH:8]=1.Br[CH2:33][C:34]([O:36][C:37](C)(C)C)=[O:35].CCN(C(C)C)C(C)C, predict the reaction product. (3) The product is: [NH2:25][C:26]1[N:34]=[CH:33][N:32]=[C:31]2[C:27]=1[N:28]=[C:12]([S:11][C:3]1[C:2]([Br:1])=[CH:10][C:6]3[CH:7]=[CH:8][O:9][C:5]=3[CH:4]=1)[N:30]2[CH2:35][CH2:36][CH:37]1[CH2:42][CH2:41][N:40]([CH:43]=[O:44])[CH2:39][CH2:38]1. Given the reactants [Br:1][C:2]1[C:3]([S:11][CH2:12]CC(OCC(CC)CCCC)=O)=[CH:4][C:5]2[O:9][CH:8]=[CH:7][C:6]=2[CH:10]=1.[NH2:25][C:26]1[N:34]=[CH:33][N:32]=[C:31]2[C:27]=1[N:28]=C(Br)[N:30]2[CH2:35][CH2:36][CH:37]1[CH2:42][CH2:41][N:40]([CH:43]=[O:44])[CH2:39][CH2:38]1, predict the reaction product. (4) Given the reactants CN1C(=O)CCC1.Br[C:9]1[CH:10]=[CH:11][C:12]([N+:15]([O-:17])=[O:16])=[N:13][CH:14]=1.[CH3:18][Si:19]([C:22]#[CH:23])([CH3:21])[CH3:20].C(N(CC)C(C)C)(C)C, predict the reaction product. The product is: [N+:15]([C:12]1[CH:11]=[CH:10][C:9]([C:23]#[C:22][Si:19]([CH3:21])([CH3:20])[CH3:18])=[CH:14][N:13]=1)([O-:17])=[O:16]. (5) Given the reactants [CH3:1][O:2][C:3]1[CH:8]=[CH:7][C:6]([CH:9]=[CH:10][C:11]2[CH:16]=[CH:15][C:14]([N+:17]([O-])=O)=[CH:13][CH:12]=2)=[CH:5][C:4]=1[O:20][CH3:21], predict the reaction product. The product is: [CH3:21][O:20][C:4]1[CH:5]=[C:6]([CH2:9][CH2:10][C:11]2[CH:12]=[CH:13][C:14]([NH2:17])=[CH:15][CH:16]=2)[CH:7]=[CH:8][C:3]=1[O:2][CH3:1]. (6) Given the reactants [OH:1][C:2]1[CH:7]=[C:6]([CH3:8])[CH:5]=[CH:4][C:3]=1[NH:9][C:10](=[O:12])[CH3:11].Br[CH2:14][CH:15]1[CH2:17][O:16]1.C(=O)([O-])[O-].[K+].[K+], predict the reaction product. The product is: [CH3:8][C:6]1[CH:5]=[CH:4][C:3]([NH:9][C:10](=[O:12])[CH3:11])=[C:2]([O:1][CH2:14][CH:15]2[CH2:17][O:16]2)[CH:7]=1.